This data is from Experimentally validated miRNA-target interactions with 360,000+ pairs, plus equal number of negative samples. The task is: Binary Classification. Given a miRNA mature sequence and a target amino acid sequence, predict their likelihood of interaction. (1) The miRNA is hsa-miR-548an with sequence AAAAGGCAUUGUGGUUUUUG. The protein sequence of the target gene is MVWGKICWFSQRAGWTVFAESQISLSCSLCLHSGDQEAQNPNLVSQLCGVFLQNETNETIHMQMSMAVGQQALPLNIIAPKAVLVSLCGVLLNGTVFWLLCCGATNPYMVYILHLVAADVIYLCCSAVGFLQVTLLTYHGVVFFIPDFLAILSPFSFEVCLCLLVAISTERCVCVLFPIWYRCHRPKYTSNVVCTLIWGLPFCINIVKSLFLTYWKHVKACVIFLKLSGLFHAILSLVMCVSSLTLLIRFLCCSQQQKATRVYAVVQISAPMFLLWALPLSVAPLITDFKMFVTTSYLIS.... Result: 0 (no interaction). (2) The miRNA is mmu-miR-224-5p with sequence UAAGUCACUAGUGGUUCCGUU. The protein sequence of the target gene is MRLVILDNYDLASEWAAKYICNRIIQFKPGQDRYFTLGLPTGSTPLGCYKKLIEYHKNGHLSFKYVKTFNMDEYVGLPRNHPESYHSYMWNNFFKHIDIDPNNAHILDGNAADLQAECDAFENKIKEAGGIDLFVGGIGPDGHIAFNEPGSSLVSRTRLKTLAMDTILANAKYFDGDLSKVPTMALTVGVGTVMDAREVMILITGAHKAFALYKAIEEGVNHMWTVSAFQQHPRTIFVCDEDATLELRVKTVKYFKGLMHVHNKLVDPLFSMKDGN. Result: 0 (no interaction). (3) The miRNA is hsa-miR-338-3p with sequence UCCAGCAUCAGUGAUUUUGUUG. The protein sequence of the target gene is MSRYLLPLSALGTVAGAAVLLKDYVTGGACPSKATIPGKTVIVTGANTGIGKQTALELARRGGNIILACRDMEKCEAAAKDIRGETLNHHVNARHLDLASLKSIREFAAKIIEEEERVDILINNAGVMRCPHWTTEDGFEMQFGVNHLGHFLLTNLLLDKLKASAPSRIINLSSLAHVAGHIDFDDLNWQTRKYNTKAAYCQSKLAIVLFTKELSRRLQGSGVTVNALHPGVARTELGRHTGIHGSTFSSTTLGPIFWLLVKSPELAAQPSTYLAVAEELADVSGKYFDGLKQKAPAPEA.... Result: 0 (no interaction).